This data is from Reaction yield outcomes from USPTO patents with 853,638 reactions. The task is: Predict the reaction yield, written as a fraction of the theoretical maximum amount of product (1.0 means a 100% yield; for example, 0.34 means a 34% yield). (1) The reactants are [CH2:1]([C@H:8]([NH:31][C:32](=[O:38])[O:33][C:34](C)([CH3:36])[CH3:35])[C@@H:9]([OH:30])[CH:10]([NH:18][S:19]([C:22]1[CH:27]=[CH:26][C:25]([O:28][CH3:29])=[CH:24][CH:23]=1)(=[O:21])=[O:20])[O:11][CH:12]1[CH2:17][CH2:16][CH2:15][CH2:14][CH2:13]1)[C:2]1[CH:7]=[CH:6][CH:5]=[CH:4][CH:3]=1.[C:39](=O)(O[C@H]1CCOC1)[O:40]N1C(=O)CCC1=O.C(O)(=O)C. The catalyst is C(Cl)Cl.C(O)(C(F)(F)F)=O. The product is [CH2:1]([C@H:8]([NH:31][C:32](=[O:38])[O:33][C@H:34]1[CH2:36][CH2:39][O:40][CH2:35]1)[C@@H:9]([OH:30])[CH:10]([NH:18][S:19]([C:22]1[CH:27]=[CH:26][C:25]([O:28][CH3:29])=[CH:24][CH:23]=1)(=[O:21])=[O:20])[O:11][CH:12]1[CH2:17][CH2:16][CH2:15][CH2:14][CH2:13]1)[C:2]1[CH:7]=[CH:6][CH:5]=[CH:4][CH:3]=1. The yield is 0.370. (2) The reactants are [Br:1][C:2]1[CH:3]=[C:4]([N:8]2[C:12]3=[N:13][CH:14]=[C:15]([C:17]4[CH:21]=[CH:20][N:19]([CH3:22])[N:18]=4)[CH:16]=[C:11]3[C:10]([C:23]([O:25]C)=[O:24])=[N:9]2)[CH:5]=[CH:6][CH:7]=1.O.[OH-].[Li+]. No catalyst specified. The product is [Br:1][C:2]1[CH:3]=[C:4]([N:8]2[C:12]3=[N:13][CH:14]=[C:15]([C:17]4[CH:21]=[CH:20][N:19]([CH3:22])[N:18]=4)[CH:16]=[C:11]3[C:10]([C:23]([OH:25])=[O:24])=[N:9]2)[CH:5]=[CH:6][CH:7]=1. The yield is 0.480. (3) The reactants are C([O:3][C:4](=[O:17])[C:5]1[CH:10]=[C:9]([S:11]([CH2:14][CH3:15])(=[O:13])=[O:12])[CH:8]=[CH:7][C:6]=1[F:16])C.O.O.[OH-].[Li+].Cl. The catalyst is O1CCCC1. The product is [CH2:14]([S:11]([C:9]1[CH:8]=[CH:7][C:6]([F:16])=[C:5]([CH:10]=1)[C:4]([OH:17])=[O:3])(=[O:12])=[O:13])[CH3:15]. The yield is 0.960. (4) The reactants are Cl.N1C=CC=NC1=O.C(=O)([O-])[O-].[K+].[K+].BrCCCCC[N:21]1[C:30]2[C:25]([C:26](=[O:32])[NH:27][C:28](=[O:31])[N:29]=2)=[N:24][C:23]2[CH:33]=[C:34](C)[C:35](C)=[CH:36][C:22]1=2. The catalyst is CN(C=O)C. The product is [N:29]1[C:28](=[O:31])[NH:27][C:26](=[O:32])[C:25]2[C:30]=1[NH:21][C:22]1[CH:36]=[CH:35][CH:34]=[CH:33][C:23]=1[N:24]=2. The yield is 0.210. (5) The reactants are Cl[C:2]1[CH:11]=[C:10]2[C:5]([CH:6]=[CH:7][C:8]([C:12]3[CH:17]=[C:16]([CH3:18])[CH:15]=[C:14]([CH3:19])[CH:13]=3)=[N:9]2)=[CH:4][CH:3]=1.[C:20]1(B(O)O)[CH:25]=[CH:24][CH:23]=[CH:22][CH:21]=1.[O-]P([O-])([O-])=O.[K+].[K+].[K+]. The catalyst is COCCOC.O.C1C=CC(/C=C/C(/C=C/C2C=CC=CC=2)=O)=CC=1.C1C=CC(/C=C/C(/C=C/C2C=CC=CC=2)=O)=CC=1.C1C=CC(/C=C/C(/C=C/C2C=CC=CC=2)=O)=CC=1.[Pd].[Pd].C1(P(C2CCCCC2)C2C=CC=CC=2C2C(OC)=CC=CC=2OC)CCCCC1. The product is [CH3:19][C:14]1[CH:13]=[C:12]([C:8]2[CH:7]=[CH:6][C:5]3[C:10](=[CH:11][CH:2]=[CH:3][C:4]=3[C:20]3[CH:25]=[CH:24][CH:23]=[CH:22][CH:21]=3)[N:9]=2)[CH:17]=[C:16]([CH3:18])[CH:15]=1. The yield is 0.850. (6) The reactants are [O:1]1[CH2:5][CH2:4][O:3][CH:2]1[C:6]1[CH:13]=[CH:12][C:9]([CH:10]=[O:11])=[CH:8][C:7]=1[F:14].[BH4-].[Na+]. The catalyst is CO. The product is [O:1]1[CH2:5][CH2:4][O:3][CH:2]1[C:6]1[CH:13]=[CH:12][C:9]([CH2:10][OH:11])=[CH:8][C:7]=1[F:14]. The yield is 0.240. (7) The reactants are [Br:1][C:2]1[CH:3]=[C:4]2[C:10]([CH:11]([C:13]3[C:18]([F:19])=[CH:17][CH:16]=[C:15]([O:20][CH2:21][CH2:22][O:23]C4CCCCO4)[C:14]=3[F:30])O)=[CH:9][NH:8][C:5]2=[N:6][CH:7]=1.FC(F)(F)C(O)=O.C([SiH](CC)CC)C. The yield is 0.350. The product is [Br:1][C:2]1[CH:3]=[C:4]2[C:10]([CH2:11][C:13]3[C:14]([F:30])=[C:15]([CH:16]=[CH:17][C:18]=3[F:19])[O:20][CH2:21][CH2:22][OH:23])=[CH:9][NH:8][C:5]2=[N:6][CH:7]=1. The catalyst is C(#N)C. (8) The reactants are [H-].[Na+].[C:3]1([NH:9][C:10]([C:12]2[NH:13][CH:14]=[CH:15][N:16]=2)=[O:11])[CH:8]=[CH:7][CH:6]=[CH:5][CH:4]=1.C1(P(C2C=CC=CC=2)(=O)[NH2:24])C=CC=CC=1.S([O-])([O-])(=O)=S.[Na+].[Na+]. The catalyst is CN(C=O)C. The product is [NH2:24][N:16]1[CH:15]=[CH:14][N:13]=[C:12]1[C:10]([NH:9][C:3]1[CH:4]=[CH:5][CH:6]=[CH:7][CH:8]=1)=[O:11]. The yield is 0.760. (9) The reactants are [Cl:1][C:2]1[CH:7]=[CH:6][C:5]([C:8]2[CH:12]([C:13]3[CH:18]=[CH:17][CH:16]=[CH:15][CH:14]=3)[CH2:11][N:10]([C:19]([NH2:21])=[NH:20])[N:9]=2)=[CH:4][CH:3]=1.[C:22]1([C:32](Cl)=[O:33])[C:31]2[C:26](=[CH:27][CH:28]=[CH:29][CH:30]=2)[CH:25]=[CH:24][CH:23]=1.C(N(CC)CC)C.[OH-].[Na+]. The catalyst is C(#N)C.C(OC(=O)C)C. The product is [Cl:1][C:2]1[CH:3]=[CH:4][C:5]([C:8]2[CH:12]([C:13]3[CH:18]=[CH:17][CH:16]=[CH:15][CH:14]=3)[CH2:11][N:10]([C:19]([NH:21][C:32]([C:22]3[C:31]4[C:26](=[CH:27][CH:28]=[CH:29][CH:30]=4)[CH:25]=[CH:24][CH:23]=3)=[O:33])=[NH:20])[N:9]=2)=[CH:6][CH:7]=1. The yield is 0.830. (10) The reactants are C(NC(C)C)(C)C.C([Li])CCC.[Br:13][C:14]1[CH:19]=[CH:18][C:17]([CH2:20][C:21]([OH:23])=[O:22])=[CH:16][CH:15]=1.I[CH2:25][CH:26]1[CH2:30][CH2:29][CH2:28][CH2:27]1. The catalyst is O1CCCC1.CN1CCCN(C)C1=O. The product is [Br:13][C:14]1[CH:15]=[CH:16][C:17]([CH:20]([CH2:25][CH:26]2[CH2:30][CH2:29][CH2:28][CH2:27]2)[C:21]([OH:23])=[O:22])=[CH:18][CH:19]=1. The yield is 0.500.